Dataset: Catalyst prediction with 721,799 reactions and 888 catalyst types from USPTO. Task: Predict which catalyst facilitates the given reaction. (1) Reactant: [NH2:1][C:2](=[O:15])[C@H:3]([NH:7]C(=O)OC(C)(C)C)[CH2:4][O:5][CH3:6].[ClH:16]. Product: [ClH:16].[NH2:7][C@H:3]([CH2:4][O:5][CH3:6])[C:2]([NH2:1])=[O:15]. The catalyst class is: 12. (2) Reactant: CO[C:3]([C:5]1[C:6]([OH:30])=[C:7]2[C:12](=[CH:13][N:14]=1)[N:11]([C@@H:15]([C:17]1[CH:22]=[CH:21][CH:20]=[CH:19][CH:18]=1)[CH3:16])[C:10](=[O:23])[C:9]([C:24]1[CH:29]=[CH:28][CH:27]=[CH:26][CH:25]=1)=[CH:8]2)=[O:4].[NH2:31][CH2:32][CH2:33][CH2:34][C:35]([OH:37])=[O:36].C[O-].[Na+]. Product: [OH:30][C:6]1[C:5]([C:3]([NH:31][CH2:32][CH2:33][CH2:34][C:35]([OH:37])=[O:36])=[O:4])=[N:14][CH:13]=[C:12]2[C:7]=1[CH:8]=[C:9]([C:24]1[CH:25]=[CH:26][CH:27]=[CH:28][CH:29]=1)[C:10](=[O:23])[N:11]2[C@@H:15]([C:17]1[CH:22]=[CH:21][CH:20]=[CH:19][CH:18]=1)[CH3:16]. The catalyst class is: 250. (3) Reactant: [NH2:1][C:2]1[C:11]2[N:12]=[C:13]([CH2:20][O:21][CH2:22][CH3:23])[N:14]([CH2:15][C:16]([OH:19])([CH3:18])[CH3:17])[C:10]=2[C:9]2[CH:8]=[CH:7][C:6]([CH2:24][CH2:25][C:26](OCC)=[O:27])=[CH:5][C:4]=2[N:3]=1.[H-].[Al+3].[Li+].[H-].[H-].[H-]. Product: [NH2:1][C:2]1[C:11]2[N:12]=[C:13]([CH2:20][O:21][CH2:22][CH3:23])[N:14]([CH2:15][C:16]([OH:19])([CH3:17])[CH3:18])[C:10]=2[C:9]2[CH:8]=[CH:7][C:6]([CH2:24][CH2:25][CH2:26][OH:27])=[CH:5][C:4]=2[N:3]=1. The catalyst class is: 7. (4) Reactant: [CH3:1][O:2][C:3]([C:5]1[C:14]2[CH2:13][CH2:12][NH:11][CH2:10][C:9]=2[CH:8]=[N:7][CH:6]=1)=[O:4].[C:15]([O:19][C:20](=[O:28])[C:21]1[CH:26]=[CH:25][CH:24]=[C:23](I)[CH:22]=1)([CH3:18])([CH3:17])[CH3:16].C(=O)([O-])[O-].[Cs+].[Cs+]. Product: [CH3:1][O:2][C:3]([C:5]1[C:14]2[CH2:13][CH2:12][N:11]([C:25]3[CH:24]=[CH:23][CH:22]=[C:21]([C:20]([O:19][C:15]([CH3:18])([CH3:17])[CH3:16])=[O:28])[CH:26]=3)[CH2:10][C:9]=2[CH:8]=[N:7][CH:6]=1)=[O:4]. The catalyst class is: 164. (5) Reactant: [NH2:1][C:2]1[C:7]([Br:8])=[CH:6][C:5]([C:9]([F:12])([F:11])[F:10])=[CH:4][N:3]=1.Br[CH2:14][C:15](=O)[C:16]([O:18][CH2:19][CH3:20])=[O:17]. Product: [Br:8][C:7]1[C:2]2[N:3]([CH:14]=[C:15]([C:16]([O:18][CH2:19][CH3:20])=[O:17])[N:1]=2)[CH:4]=[C:5]([C:9]([F:12])([F:10])[F:11])[CH:6]=1. The catalyst class is: 57.